This data is from Full USPTO retrosynthesis dataset with 1.9M reactions from patents (1976-2016). The task is: Predict the reactants needed to synthesize the given product. (1) Given the product [CH2:12]([N:19]1[CH2:24][CH2:23][CH:22]([NH:25][C:2]2[CH:7]=[CH:6][C:5]([F:8])=[CH:4][C:3]=2[N+:9]([O-:11])=[O:10])[CH2:21][CH2:20]1)[C:13]1[CH:14]=[CH:15][CH:16]=[CH:17][CH:18]=1, predict the reactants needed to synthesize it. The reactants are: F[C:2]1[CH:7]=[CH:6][C:5]([F:8])=[CH:4][C:3]=1[N+:9]([O-:11])=[O:10].[CH2:12]([N:19]1[CH2:24][CH2:23][CH:22]([NH2:25])[CH2:21][CH2:20]1)[C:13]1[CH:18]=[CH:17][CH:16]=[CH:15][CH:14]=1. (2) The reactants are: [NH2:1][CH2:2][CH2:3][CH2:4][NH:5][C:6]([C:8]1[CH:12]=[C:11]([C:13]2[CH:18]=[C:17]([O:19][C:20]3[CH:25]=[CH:24][C:23]([NH:26][C:27]([NH:29][C:30]4[CH:35]=[C:34]([CH3:36])[CH:33]=[CH:32][C:31]=4[F:37])=[O:28])=[CH:22][CH:21]=3)[CH:16]=[CH:15][N:14]=2)[NH:10][CH:9]=1)=[O:7].C(N(CC)C(C)C)(C)C.Br[CH2:48][C:49]([O:51][CH3:52])=[O:50].O. Given the product [F:37][C:31]1[CH:32]=[CH:33][C:34]([CH3:36])=[CH:35][C:30]=1[NH:29][C:27]([NH:26][C:23]1[CH:22]=[CH:21][C:20]([O:19][C:17]2[CH:16]=[CH:15][N:14]=[C:13]([C:11]3[NH:10][CH:9]=[C:8]([C:6]([NH:5][CH2:4][CH2:3][CH2:2][NH:1][CH2:48][C:49]([O:51][CH3:52])=[O:50])=[O:7])[CH:12]=3)[CH:18]=2)=[CH:25][CH:24]=1)=[O:28], predict the reactants needed to synthesize it. (3) Given the product [NH2:1][C@H:2]1[CH2:6][CH2:5][N:4]([C:11]2[CH:20]=[CH:19][C:18]3[C:17]([C:21]([NH:23][CH2:24][C:25]4([OH:32])[CH2:31][CH2:30][CH2:29][CH2:28][CH2:27][CH2:26]4)=[O:22])=[C:16]([Cl:33])[CH:15]=[CH:14][C:13]=3[N:12]=2)[CH2:3]1, predict the reactants needed to synthesize it. The reactants are: [NH2:1][C@H:2]1[CH2:6][CH2:5][NH:4][CH2:3]1.C(#N)C.Cl[C:11]1[CH:20]=[CH:19][C:18]2[C:17]([C:21]([NH:23][CH2:24][C:25]3([OH:32])[CH2:31][CH2:30][CH2:29][CH2:28][CH2:27][CH2:26]3)=[O:22])=[C:16]([Cl:33])[CH:15]=[CH:14][C:13]=2[N:12]=1.C(=O)([O-])[O-].[K+].[K+]. (4) The reactants are: [C:1]([NH:4][CH2:5][CH2:6][CH2:7][S:8]([O:11][CH2:12][C:13]([CH3:26])([CH3:25])[CH:14]([O:17][CH2:18][C:19]1[CH:24]=[CH:23][CH:22]=[CH:21][CH:20]=1)[CH:15]=[O:16])(=[O:10])=[O:9])(=[O:3])[CH3:2].CC(C)=[O:29]. Given the product [C:1]([NH:4][CH2:5][CH2:6][CH2:7][S:8]([O:11][CH2:12][C:13]([CH3:26])([CH3:25])[CH:14]([O:17][CH2:18][C:19]1[CH:24]=[CH:23][CH:22]=[CH:21][CH:20]=1)[C:15]([OH:29])=[O:16])(=[O:9])=[O:10])(=[O:3])[CH3:2], predict the reactants needed to synthesize it.